This data is from Forward reaction prediction with 1.9M reactions from USPTO patents (1976-2016). The task is: Predict the product of the given reaction. (1) Given the reactants [NH2:1][CH:2]1[CH2:7][CH2:6][C:5](=[O:8])[NH:4][C:3]1=[O:9].[CH3:10][C:11]1[O:12][C:13](=O)[C:14]2[C:20]([N+:21]([O-:23])=[O:22])=[CH:19][CH:18]=[CH:17][C:15]=2[N:16]=1, predict the reaction product. The product is: [CH3:10][C:11]1[N:1]([CH:2]2[CH2:7][CH2:6][C:5](=[O:8])[NH:4][C:3]2=[O:9])[C:13](=[O:12])[C:14]2[C:15](=[CH:17][CH:18]=[CH:19][C:20]=2[N+:21]([O-:23])=[O:22])[N:16]=1. (2) Given the reactants [C:1]([OH:14])(=[O:13])[CH2:2][CH2:3][CH2:4][CH2:5][CH2:6][CH2:7][CH2:8][CH2:9][CH2:10][CH2:11][CH3:12].[O:15]=[CH:16][C@@H:17]([C@H:19]([C@@H:21]([CH2:23][OH:24])[OH:22])[OH:20])[OH:18].C(Cl)(=O)CCCCCCCCCCCCCCC, predict the reaction product. The product is: [C:1]([OH:14])(=[O:13])[CH2:2][CH2:3][CH2:4][CH2:5][CH2:6][CH2:7][CH2:8][CH2:9][CH2:10][CH2:11][CH2:12][CH2:16][CH2:17][CH2:19][CH3:21].[O:15]=[CH:16][C@@H:17]([C@H:19]([C@@H:21]([CH2:23][OH:24])[OH:22])[OH:20])[OH:18]. (3) Given the reactants [CH3:1][N:2]1[C:6]2[C:7]([CH3:11])=[CH:8][CH:9]=[CH:10][C:5]=2[N:4]=[C:3]1[CH2:12][CH:13]1[CH2:18][CH2:17][N:16](C(OC(C)(C)C)=O)[CH2:15][CH2:14]1.FC(F)(F)C(O)=O, predict the reaction product. The product is: [CH3:1][N:2]1[C:6]2[C:7]([CH3:11])=[CH:8][CH:9]=[CH:10][C:5]=2[N:4]=[C:3]1[CH2:12][CH:13]1[CH2:18][CH2:17][NH:16][CH2:15][CH2:14]1. (4) Given the reactants [C:1]([Si:5]([CH3:42])([CH3:41])[O:6][C:7]1[CH:40]=[CH:39][C:10]([C:11]([NH:13][NH:14][C:15](=[O:38])[C@H:16]([NH:27][C:28]2[CH:33]=[CH:32][C:31]([C:34]#[N:35])=[C:30]([Cl:36])[C:29]=2[CH3:37])[C@H:17]([O:19][Si:20]([C:23]([CH3:26])([CH3:25])[CH3:24])([CH3:22])[CH3:21])[CH3:18])=O)=[CH:9][CH:8]=1)([CH3:4])([CH3:3])[CH3:2].C1C=CC(P(C2C=CC=CC=2)C2C=CC=CC=2)=CC=1.II.[Si](O[C@@H](C)[C@@H](NC1C=CC(C#N)=C(Cl)C=1C)C1OC(C2C=CC=C(O[Si](C(C)(C)C)(C)C)C=2)=NN=1)(C(C)(C)C)(C)C, predict the reaction product. The product is: [Si:20]([O:19][C@H:17]([CH3:18])[C@@H:16]([NH:27][C:28]1[CH:33]=[CH:32][C:31]([C:34]#[N:35])=[C:30]([Cl:36])[C:29]=1[CH3:37])[C:15]1[O:38][C:11]([C:10]2[CH:39]=[CH:40][C:7]([O:6][Si:5]([C:1]([CH3:4])([CH3:3])[CH3:2])([CH3:41])[CH3:42])=[CH:8][CH:9]=2)=[N:13][N:14]=1)([C:23]([CH3:25])([CH3:24])[CH3:26])([CH3:21])[CH3:22].